Dataset: Catalyst prediction with 721,799 reactions and 888 catalyst types from USPTO. Task: Predict which catalyst facilitates the given reaction. (1) Reactant: [CH2:1]([O:8][C:9]1[CH:28]=[C:27]([Cl:29])[C:12]([CH2:13][C@@H:14]2[CH2:18][CH2:17][N:16]([C@H:19]3[CH2:24][CH2:23][C@@H:22]([OH:25])[CH2:21][CH2:20]3)[C:15]2=[O:26])=[C:11]([Cl:30])[CH:10]=1)[C:2]1[CH:7]=[CH:6][CH:5]=[CH:4][CH:3]=1.[Si:31](Cl)([C:34]([CH3:37])([CH3:36])[CH3:35])([CH3:33])[CH3:32].N1C=CN=C1. Product: [CH2:1]([O:8][C:9]1[CH:10]=[C:11]([Cl:30])[C:12]([CH2:13][C@@H:14]2[CH2:18][CH2:17][N:16]([C@H:19]3[CH2:20][CH2:21][C@@H:22]([O:25][Si:31]([C:34]([CH3:37])([CH3:36])[CH3:35])([CH3:33])[CH3:32])[CH2:23][CH2:24]3)[C:15]2=[O:26])=[C:27]([Cl:29])[CH:28]=1)[C:2]1[CH:3]=[CH:4][CH:5]=[CH:6][CH:7]=1. The catalyst class is: 391. (2) Reactant: [NH2:1][OH:2].[O:3]1[C:7]2[CH:8]=[CH:9][C:10]([CH2:12][NH:13][CH2:14][CH2:15][CH2:16][N:17]([CH2:28][C:29]#[N:30])[C:18]3[S:22][N:21]=[C:20]([N:23]4[CH:27]=[CH:26][N:25]=[CH:24]4)[N:19]=3)=[CH:11][C:6]=2[O:5][CH2:4]1. Product: [O:3]1[C:7]2[CH:8]=[CH:9][C:10]([CH2:12][NH:13][CH2:14][CH2:15][CH2:16][N:17]([C:18]3[S:22][N:21]=[C:20]([N:23]4[CH:27]=[CH:26][N:25]=[CH:24]4)[N:19]=3)[CH2:28][C:29]([NH:1][OH:2])=[NH:30])=[CH:11][C:6]=2[O:5][CH2:4]1. The catalyst class is: 72.